Predict the reaction yield, written as a fraction of the theoretical maximum amount of product (1.0 means a 100% yield; for example, 0.34 means a 34% yield). From a dataset of Reaction yield outcomes from USPTO patents with 853,638 reactions. (1) The reactants are [CH2:1]([NH:8][C:9](=[O:18])[NH:10][CH2:11][C:12]1([C:15]([OH:17])=O)[CH2:14][CH2:13]1)[C:2]1[CH:7]=[CH:6][CH:5]=[CH:4][CH:3]=1.[NH2:19][C@@H:20]([CH2:43][C:44]1[CH:49]=[CH:48][C:47]([O:50][C:51]([CH3:54])([CH3:53])[CH3:52])=[CH:46][CH:45]=1)[C:21]([N:23]([CH2:35][CH:36]([O:40][CH2:41][CH3:42])[O:37][CH2:38][CH3:39])[CH2:24][C:25]1[CH:26]=[CH:27][CH:28]=[C:29]2[C:34]=1[N:33]=[CH:32][CH:31]=[CH:30]2)=[O:22]. No catalyst specified. The product is [CH2:1]([NH:8][C:9](=[O:18])[NH:10][CH2:11][C:12]1([C:15]([NH:19][C@@H:20]([CH2:43][C:44]2[CH:49]=[CH:48][C:47]([O:50][C:51]([CH3:53])([CH3:52])[CH3:54])=[CH:46][CH:45]=2)[C:21]([N:23]([CH2:35][CH:36]([O:37][CH2:38][CH3:39])[O:40][CH2:41][CH3:42])[CH2:24][C:25]2[CH:26]=[CH:27][CH:28]=[C:29]3[C:34]=2[N:33]=[CH:32][CH:31]=[CH:30]3)=[O:22])=[O:17])[CH2:13][CH2:14]1)[C:2]1[CH:3]=[CH:4][CH:5]=[CH:6][CH:7]=1. The yield is 0.810. (2) The reactants are [F:1][C:2]1[C:7]2[N:8]=[C:9]([CH2:11][C:12]3[C:20]4[C:15](=[CH:16][CH:17]=[CH:18][CH:19]=4)[N:14]([CH2:21][C:22]([O:24]CC)=[O:23])[CH:13]=3)[S:10][C:6]=2[C:5]([F:27])=[CH:4][C:3]=1[F:28].[OH-].[Na+].Cl. The catalyst is COCCOC. The product is [F:1][C:2]1[C:7]2[N:8]=[C:9]([CH2:11][C:12]3[C:20]4[C:15](=[CH:16][CH:17]=[CH:18][CH:19]=4)[N:14]([CH2:21][C:22]([OH:24])=[O:23])[CH:13]=3)[S:10][C:6]=2[C:5]([F:27])=[CH:4][C:3]=1[F:28]. The yield is 0.980. (3) The reactants are B(O)(O)O.[OH:5]O.S(=O)(=O)(O)O.[F:12][C:13]1[CH:14]=[C:15]([N+:23]([O-:25])=[O:24])[C:16]([OH:22])=[C:17](C(=O)C)[CH:18]=1. The catalyst is O1CCCC1.O. The product is [F:12][C:13]1[CH:18]=[C:17]([OH:5])[C:16]([OH:22])=[C:15]([N+:23]([O-:25])=[O:24])[CH:14]=1. The yield is 0.500. (4) No catalyst specified. The product is [CH3:32][O:31][C:28]1[CH:27]=[CH:26][C:25]([C:22]2[CH:21]=[CH:20][C:19]([C:10]3[CH:9]=[C:8]([OH:7])[N:12]([C:13]4[CH:18]=[CH:17][CH:16]=[CH:15][N:14]=4)[N:11]=3)=[CH:24][CH:23]=2)=[CH:30][CH:29]=1. The yield is 0.620. The reactants are C(=O)([O:7][C:8]1[N:12]([C:13]2[CH:18]=[CH:17][CH:16]=[CH:15][N:14]=2)[N:11]=[C:10]([C:19]2[CH:24]=[CH:23][C:22]([C:25]3[CH:30]=[CH:29][C:28]([O:31][CH3:32])=[CH:27][CH:26]=3)=[CH:21][CH:20]=2)[CH:9]=1)OC(C)(C)C.C(=O)(OC(C)(C)C)OC1N(C2C=CC=CN=2)N=C(C2C=CC(C3C=CC=CC=3)=CC=2)C=1. (5) The yield is 0.150. The catalyst is C1COCC1. The product is [CH3:1][N:2]([CH3:36])[CH2:3][CH2:4][NH:5][C:6]([NH:8][C:9]1[CH:10]=[CH:11][C:12]([C:15]2[N:16]=[C:17]([N:30]3[CH2:35][CH2:34][O:33][CH2:32][CH2:31]3)[C:18]3[N:23]=[N:22][N:21]([CH:24]4[CH2:29][CH2:28][N:27]([CH2:47][C:46]5[CH:45]=[CH:44][C:43]([O:42][CH2:41][CH2:40][CH2:39][N:38]([CH3:51])[CH3:37])=[CH:50][CH:49]=5)[CH2:26][CH2:25]4)[C:19]=3[N:20]=2)=[CH:13][CH:14]=1)=[O:7]. The reactants are [CH3:1][N:2]([CH3:36])[CH2:3][CH2:4][NH:5][C:6]([NH:8][C:9]1[CH:14]=[CH:13][C:12]([C:15]2[N:16]=[C:17]([N:30]3[CH2:35][CH2:34][O:33][CH2:32][CH2:31]3)[C:18]3[N:23]=[N:22][N:21]([CH:24]4[CH2:29][CH2:28][NH:27][CH2:26][CH2:25]4)[C:19]=3[N:20]=2)=[CH:11][CH:10]=1)=[O:7].[CH3:37][N:38]([CH3:51])[CH2:39][CH2:40][CH2:41][O:42][C:43]1[CH:50]=[CH:49][C:46]([CH:47]=O)=[CH:45][CH:44]=1.[BH-](OC(C)=O)(OC(C)=O)OC(C)=O.[Na+].CC(O)=O. (6) The reactants are [Li][CH2:2]CCC.[Br:6][C:7]1[C:8]([CH:16]=O)=[CH:9][C:10]2[O:14][CH2:13][O:12][C:11]=2[CH:15]=1.O. The catalyst is [Br-].C[P+](C1C=CC=CC=1)(C1C=CC=CC=1)C1C=CC=CC=1.C1COCC1. The product is [Br:6][C:7]1[C:8]([CH:16]=[CH2:2])=[CH:9][C:10]2[O:14][CH2:13][O:12][C:11]=2[CH:15]=1. The yield is 0.750.